This data is from Full USPTO retrosynthesis dataset with 1.9M reactions from patents (1976-2016). The task is: Predict the reactants needed to synthesize the given product. (1) Given the product [C:26]([O:29][CH2:30][CH2:31][CH2:32][N:23]1[CH2:24][CH2:25][CH:20]([CH2:19][O:18][Si:1]([C:14]([CH3:17])([CH3:15])[CH3:16])([C:2]2[CH:3]=[CH:4][CH:5]=[CH:6][CH:7]=2)[C:8]2[CH:13]=[CH:12][CH:11]=[CH:10][CH:9]=2)[CH2:21][CH2:22]1)(=[O:28])[CH3:27], predict the reactants needed to synthesize it. The reactants are: [Si:1]([O:18][CH2:19][CH:20]1[CH2:25][CH2:24][NH:23][CH2:22][CH2:21]1)([C:14]([CH3:17])([CH3:16])[CH3:15])([C:8]1[CH:13]=[CH:12][CH:11]=[CH:10][CH:9]=1)[C:2]1[CH:7]=[CH:6][CH:5]=[CH:4][CH:3]=1.[C:26]([O:29][CH2:30][CH2:31][CH2:32]Br)(=[O:28])[CH3:27].C(=O)([O-])[O-].[K+].[K+]. (2) Given the product [NH2:20][C:8]1[N:7]=[C:6]([NH:4][CH2:3][C:2]#[N:1])[CH:11]=[C:10]([C:12]2[CH:17]=[CH:16][CH:15]=[C:14]([CH3:18])[C:13]=2[CH3:19])[N:9]=1, predict the reactants needed to synthesize it. The reactants are: [NH2:1][CH2:2][C:3]#[N:4].Cl[C:6]1[CH:11]=[C:10]([C:12]2[CH:17]=[CH:16][CH:15]=[C:14]([CH3:18])[C:13]=2[CH3:19])[N:9]=[C:8]([NH2:20])[N:7]=1. (3) Given the product [CH:12]1([CH2:15][NH:16][C:2]2[N:7]=[C:6]([C:8]([F:11])([F:10])[F:9])[CH:5]=[CH:4][N:3]=2)[CH2:14][CH2:13]1, predict the reactants needed to synthesize it. The reactants are: Cl[C:2]1[N:7]=[C:6]([C:8]([F:11])([F:10])[F:9])[CH:5]=[CH:4][N:3]=1.[CH:12]1([CH2:15][NH2:16])[CH2:14][CH2:13]1. (4) Given the product [CH3:1][C:2]1[N:3]([CH2:32][C:33]([OH:35])=[O:34])[C:4]2[CH2:5][CH2:6][C:7]([CH3:31])([CH3:30])[CH2:8][C:9]=2[C:10]=1[CH2:11][C:12]1[N:13]([S:21]([C:24]2[CH:25]=[CH:26][CH:27]=[CH:28][CH:29]=2)(=[O:23])=[O:22])[C:14]2[C:19]([CH:20]=1)=[CH:18][CH:17]=[CH:16][CH:15]=2, predict the reactants needed to synthesize it. The reactants are: [CH3:1][C:2]1[N:3]([CH2:32][C:33]([O:35]CC)=[O:34])[C:4]2[CH2:5][CH2:6][C:7]([CH3:31])([CH3:30])[CH2:8][C:9]=2[C:10]=1[CH2:11][C:12]1[N:13]([S:21]([C:24]2[CH:29]=[CH:28][CH:27]=[CH:26][CH:25]=2)(=[O:23])=[O:22])[C:14]2[C:19]([CH:20]=1)=[CH:18][CH:17]=[CH:16][CH:15]=2.[OH-].[Na+].Cl. (5) The reactants are: Cl.[NH:2]1[C:6]2=[N:7][CH:8]=[CH:9][C:10]([O:11][C:12]3[CH:17]=[CH:16][C:15]([NH:18]C4C(C(NC5C=CC(F)=CC=5F)=O)=CN=CC=4)=[CH:14][C:13]=3[F:36])=[C:5]2[CH:4]=[CH:3]1.F[C:38]1[N:46]=[CH:45][CH:44]=[CH:43][C:39]=1[C:40]([OH:42])=[O:41].Cl. Given the product [NH:2]1[C:6]2=[N:7][CH:8]=[CH:9][C:10]([O:11][C:12]3[CH:17]=[CH:16][C:15]([NH:18][C:38]4[N:46]=[CH:45][CH:44]=[CH:43][C:39]=4[C:40]([OH:42])=[O:41])=[CH:14][C:13]=3[F:36])=[C:5]2[CH:4]=[CH:3]1, predict the reactants needed to synthesize it. (6) Given the product [NH2:1][C:2]1[C:7]([O:8][CH:9]2[CH2:12][N:11]([C:13]([O:15][C:16]([CH3:19])([CH3:18])[CH3:17])=[O:14])[CH2:10]2)=[C:6]([C:33]2[CH:34]=[C:35]([F:37])[CH:36]=[C:31]([NH:30][C:28](=[O:29])[C:27]3[CH:48]=[CH:49][C:24]([CH:21]4[CH2:22][CH2:23]4)=[CH:25][C:26]=3[F:50])[C:32]=2[CH3:47])[N:5]=[CH:4][N:3]=1, predict the reactants needed to synthesize it. The reactants are: [NH2:1][C:2]1[C:7]([O:8][CH:9]2[CH2:12][N:11]([C:13]([O:15][C:16]([CH3:19])([CH3:18])[CH3:17])=[O:14])[CH2:10]2)=[C:6](Cl)[N:5]=[CH:4][N:3]=1.[CH:21]1([C:24]2[CH:49]=[CH:48][C:27]([C:28]([NH:30][C:31]3[CH:36]=[C:35]([F:37])[CH:34]=[C:33](B4OC(C)(C)C(C)(C)O4)[C:32]=3[CH3:47])=[O:29])=[C:26]([F:50])[CH:25]=2)[CH2:23][CH2:22]1.C(=O)([O-])[O-].[Na+].[Na+]. (7) Given the product [Cl:3][C:4]1[CH:5]=[C:6]2[C:11](=[CH:12][CH:13]=1)[C:10]([F:14])=[C:9]([F:16])[CH:8]=[CH:7]2, predict the reactants needed to synthesize it. The reactants are: [NH4+].[Cl-].[Cl:3][C:4]1[CH:5]=[C:6]2[C:11](=[CH:12][CH:13]=1)[C:10](F)([F:14])[C:9](F)([F:16])[CH:8]=[CH:7]2.C1COCC1. (8) Given the product [O:7]1[CH2:8][CH2:9][CH2:10][CH:6]1[CH2:5][C:4]([NH:13][NH2:14])=[O:3], predict the reactants needed to synthesize it. The reactants are: C([O:3][C:4](=O)[CH2:5][CH:6]1[CH2:10][CH2:9][CH2:8][O:7]1)C.O.[NH2:13][NH2:14]. (9) Given the product [C:1]([O:5][C:6]([N:8]1[CH2:13][CH2:12][CH2:11][CH:10]([C:14](=[O:16])[NH:19][CH3:17])[CH2:9]1)=[O:7])([CH3:4])([CH3:3])[CH3:2], predict the reactants needed to synthesize it. The reactants are: [C:1]([O:5][C:6]([N:8]1[CH2:13][CH2:12][CH2:11][CH:10]([C:14]([OH:16])=O)[CH2:9]1)=[O:7])([CH3:4])([CH3:3])[CH3:2].[C:17](N1C=CN=C1)([N:19]1C=CN=C1)=O.C(N(CC)CC)C.Cl.CN.